Predict which catalyst facilitates the given reaction. From a dataset of Catalyst prediction with 721,799 reactions and 888 catalyst types from USPTO. (1) The catalyst class is: 3. Product: [N+:1]([C:4]1[CH:9]=[CH:8][C:7]([CH2:10][CH2:11][N:12]([CH2:13][CH2:14][O:15][C:16]2[CH:17]=[CH:18][C:19]([N+:22]([O-:24])=[O:23])=[CH:20][CH:21]=2)[CH2:26][CH2:27][CH2:28][CH2:29][CH2:30][CH2:31][N:32]2[C:33](=[O:42])[C:34]3[C:39](=[CH:38][CH:37]=[CH:36][CH:35]=3)[C:40]2=[O:41])=[CH:6][CH:5]=1)([O-:3])=[O:2]. Reactant: [N+:1]([C:4]1[CH:9]=[CH:8][C:7]([CH2:10][CH2:11][NH:12][CH2:13][CH2:14][O:15][C:16]2[CH:21]=[CH:20][C:19]([N+:22]([O-:24])=[O:23])=[CH:18][CH:17]=2)=[CH:6][CH:5]=1)([O-:3])=[O:2].Br[CH2:26][CH2:27][CH2:28][CH2:29][CH2:30][CH2:31][N:32]1[C:40](=[O:41])[C:39]2[C:34](=[CH:35][CH:36]=[CH:37][CH:38]=2)[C:33]1=[O:42].CCN(C(C)C)C(C)C. (2) Product: [OH:15][CH2:16][CH2:17][O:18][C:19]1[CH:26]=[CH:25][C:22]([C:23]2[NH:6][C:4](=[O:5])[C:3]3[C:2](=[CH:10][C:9]([O:11][CH3:12])=[CH:8][C:7]=3[O:13][CH3:14])[N:1]=2)=[CH:21][CH:20]=1. Reactant: [NH2:1][C:2]1[CH:10]=[C:9]([O:11][CH3:12])[CH:8]=[C:7]([O:13][CH3:14])[C:3]=1[C:4]([NH2:6])=[O:5].[OH:15][CH2:16][CH2:17][O:18][C:19]1[CH:26]=[CH:25][C:22]([CH:23]=O)=[CH:21][CH:20]=1.OS([O-])=O.[Na+].CC1C=CC(S(O)(=O)=O)=CC=1. The catalyst class is: 80. (3) Reactant: [C:1]([OH:8])(=[O:7])/[CH:2]=[CH:3]\[C:4]([OH:6])=[O:5].[S:9]1[CH:13]=[CH:12][C:11]2[C:14]([N:18]3[CH2:23][CH2:22][N:21]([CH2:24][CH2:25][CH2:26][O:27]C4CC5C(=CC=CC=5)C(=O)N4C)[CH2:20][CH2:19]3)=[CH:15][CH:16]=[CH:17][C:10]1=2. Product: [C:1]([OH:8])(=[O:7])/[CH:2]=[CH:3]\[C:4]([OH:6])=[O:5].[S:9]1[CH:13]=[CH:12][C:11]2[C:14]([N:18]3[CH2:23][CH2:22][N:21]([CH2:24][CH2:25][CH2:26][O:27][C:1]4[CH:2]=[C:3]5[C:10]([CH2:11][CH2:14][N:18]([CH3:19])[C:4]5=[O:6])=[CH:17][CH:16]=4)[CH2:20][CH2:19]3)=[CH:15][CH:16]=[CH:17][C:10]1=2. The catalyst class is: 138.